From a dataset of Full USPTO retrosynthesis dataset with 1.9M reactions from patents (1976-2016). Predict the reactants needed to synthesize the given product. Given the product [Cl:20][C:21]1[CH:22]=[C:23]([S:28]([NH:19][C:4]2[CH:5]=[N:6][C:7]([O:8][C:9]3[N:10]=[CH:11][C:12]4[C:17]([CH:18]=3)=[CH:16][CH:15]=[CH:14][CH:13]=4)=[C:2]([Cl:1])[CH:3]=2)(=[O:30])=[O:29])[CH:24]=[CH:25][C:26]=1[CH3:27], predict the reactants needed to synthesize it. The reactants are: [Cl:1][C:2]1[CH:3]=[C:4]([NH2:19])[CH:5]=[N:6][C:7]=1[O:8][C:9]1[N:10]=[CH:11][C:12]2[C:17]([CH:18]=1)=[CH:16][CH:15]=[CH:14][CH:13]=2.[Cl:20][C:21]1[CH:22]=[C:23]([S:28](Cl)(=[O:30])=[O:29])[CH:24]=[CH:25][C:26]=1[CH3:27].